Dataset: Reaction yield outcomes from USPTO patents with 853,638 reactions. Task: Predict the reaction yield, written as a fraction of the theoretical maximum amount of product (1.0 means a 100% yield; for example, 0.34 means a 34% yield). (1) The catalyst is CC#N. The yield is 0.936. The reactants are [NH2:1][C:2]1[C:7]([CH:8]=[O:9])=[C:6](Cl)[N:5]=[CH:4][N:3]=1.[C:11]([O:15][C:16]([N:18]1[CH2:23][CH2:22][NH:21][CH2:20][CH2:19]1)=[O:17])([CH3:14])([CH3:13])[CH3:12].CCN(C(C)C)C(C)C. The product is [C:11]([O:15][C:16]([N:18]1[CH2:23][CH2:22][N:21]([C:6]2[C:7]([CH:8]=[O:9])=[C:2]([NH2:1])[N:3]=[CH:4][N:5]=2)[CH2:20][CH2:19]1)=[O:17])([CH3:14])([CH3:12])[CH3:13]. (2) The reactants are [CH2:1]([O:5][C:6]1[C:15]2[C:10](=[CH:11][CH:12]=[C:13]([C:16](O)=[O:17])[CH:14]=2)[C:9](=[O:19])[N:8]([CH2:20][CH:21]([CH3:23])[CH3:22])[C:7]=1[CH2:24][NH:25][C:26]([O:28][C:29]([CH3:32])([CH3:31])[CH3:30])=[O:27])[CH2:2][CH2:3][CH3:4].Cl.[CH3:34][NH:35][O:36][CH3:37].Cl.C(N=C=NCCCN(C)C)C.ON1C2C=CC=CC=2N=N1.C(N(CC)CC)C. The catalyst is CN(C)C=O.O. The product is [CH2:1]([O:5][C:6]1[C:15]2[C:10](=[CH:11][CH:12]=[C:13]([C:16]([N:35]([O:36][CH3:37])[CH3:34])=[O:17])[CH:14]=2)[C:9](=[O:19])[N:8]([CH2:20][CH:21]([CH3:22])[CH3:23])[C:7]=1[CH2:24][NH:25][C:26](=[O:27])[O:28][C:29]([CH3:32])([CH3:30])[CH3:31])[CH2:2][CH2:3][CH3:4]. The yield is 0.849. (3) The reactants are C(O[C:9]([N:11]([CH2:13][C:14]1[C:22]2[C:17](=[CH:18][CH:19]=[CH:20][CH:21]=2)[N:16]([CH2:23][C:24]2[CH:29]=[CH:28][CH:27]=[CH:26][CH:25]=2)[CH:15]=1)C)=O)C1C=CC=CC=1. The yield is 0.860. The catalyst is [OH-].[OH-].[Pd+2].CO. The product is [CH2:23]([N:16]1[C:17]2[C:22](=[CH:21][CH:20]=[CH:19][CH:18]=2)[C:14]([CH2:13][NH:11][CH3:9])=[CH:15]1)[C:24]1[CH:25]=[CH:26][CH:27]=[CH:28][CH:29]=1. (4) The reactants are [NH2:1][C:2]1[CH:3]=[CH:4][C:5]2[C:11]3[C:12]([O:20][CH3:21])=[C:13]([O:18][CH3:19])[C:14]([O:16][CH3:17])=[CH:15][C:10]=3[CH2:9][CH2:8][C@H:7]([NH:22][C:23](=[O:25])[CH3:24])[C:6]=2[CH:26]=1.[N:27]1([CH2:33][CH2:34][C:35](O)=[O:36])[CH2:32][CH2:31][CH2:30][CH2:29][CH2:28]1. No catalyst specified. The product is [N:27]1([CH2:33][CH2:34][C:35]([NH:1][C:2]2[CH:3]=[CH:4][C:5]3[C:11]4[C:12]([O:20][CH3:21])=[C:13]([O:18][CH3:19])[C:14]([O:16][CH3:17])=[CH:15][C:10]=4[CH2:9][CH2:8][C@H:7]([NH:22][C:23](=[O:25])[CH3:24])[C:6]=3[CH:26]=2)=[O:36])[CH2:32][CH2:31][CH2:30][CH2:29][CH2:28]1. The yield is 0.610. (5) The reactants are [CH2:1]([Li])CCC.C[P+](C1C=CC=CC=1)(C1C=CC=CC=1)C1C=CC=CC=1.[CH3:26][O:27][C:28]1[CH:35]=[C:34]([O:36][CH2:37][O:38][CH2:39][CH2:40][O:41][CH3:42])[CH:33]=[CH:32][C:29]=1[CH:30]=O.O. The catalyst is O1CCCC1. The product is [CH3:26][O:27][C:28]1[CH:35]=[C:34]([O:36][CH2:37][O:38][CH2:39][CH2:40][O:41][CH3:42])[CH:33]=[CH:32][C:29]=1[CH:30]=[CH2:1]. The yield is 0.900.